Dataset: Reaction yield outcomes from USPTO patents with 853,638 reactions. Task: Predict the reaction yield, written as a fraction of the theoretical maximum amount of product (1.0 means a 100% yield; for example, 0.34 means a 34% yield). (1) The reactants are [C:1]([NH:6][CH2:7][CH2:8][CH2:9][CH2:10][CH2:11][CH2:12][CH2:13][CH2:14][CH2:15][CH2:16][C:17]([OH:19])=[O:18])(=[O:5])[C:2]([CH3:4])=[CH2:3].[C:20]([O:24][CH2:25][CH:26]([CH2:31][CH3:32])[CH2:27][CH2:28][CH2:29][CH3:30])(=[O:23])[CH:21]=[CH2:22].C(OCC)(=O)C. The catalyst is CO.N(C(C)(C)C#N)=NC(C)(C)C#N. The product is [C:1]([NH:6][CH2:7][CH2:8][CH2:9][CH2:10][CH2:11][CH2:12][CH2:13][CH2:14][CH2:15][CH2:16][C:17]([OH:19])=[O:18])(=[O:5])[C:2]([CH3:4])=[CH2:3].[C:20]([O:24][CH2:25][CH:26]([CH2:31][CH3:32])[CH2:27][CH2:28][CH2:29][CH3:30])(=[O:23])[CH:21]=[CH2:22]. The yield is 0.650. (2) The reactants are [CH2:1]1[O:10][C:9]2[CH:8]=[CH:7][C:5]([NH2:6])=[CH:4][C:3]=2[O:2]1.I[CH:12]([CH3:14])[CH3:13].C(N(CC)CC)C. The catalyst is CO. The product is [CH:12]([NH:6][C:5]1[CH:7]=[CH:8][C:9]2[O:10][CH2:1][O:2][C:3]=2[CH:4]=1)([CH3:14])[CH3:13]. The yield is 0.850. (3) The reactants are [C:1]1([O:8][CH3:9])[C:2](=[CH:4][CH:5]=[CH:6][CH:7]=1)[OH:3].[CH2:10](Br)[CH:11]=[CH2:12].C(=O)([O-])[O-].[K+].[K+].C(OCC=C)C=C.[CH2:27]([C:30]1[C:35](C(F)(F)F)=[CH:34][CH:33]=[C:32](Cl)[C:31]=1O)C=C.C(C1C=CC=C(OC)C=1O)C=C.C1(O)C=CC=CC=1.C(Br)C1C=CC=CC=1.C(C1C=CC(OC)=CC=1OCC1C=CC=CC=1)C=C. The catalyst is C1(C)C=C(C)C=C(C)C=1.[I-].C([N+](CCCC)(CCCC)CCCC)CCC. The product is [CH2:10]([C:4]1[CH:5]=[CH:6][CH:7]=[C:1]([O:8][CH3:9])[C:2]=1[O:3][CH2:27][C:30]1[CH:35]=[CH:34][CH:33]=[CH:32][CH:31]=1)[CH:11]=[CH2:12]. The yield is 0.450. (4) The reactants are [NH2:1][CH:2]([C:6]1[N:15]([CH2:16][C:17]2[CH:22]=[CH:21][CH:20]=[CH:19][CH:18]=2)[C:14](=[O:23])[C:13]2[C:8](=[N:9][CH:10]=[CH:11][N:12]=2)[N:7]=1)[CH:3]([CH3:5])[CH3:4].[BH-](OC(C)=O)(OC(C)=O)OC(C)=O.[Na+].[C:38]([O:42][C:43](=[O:49])[NH:44][CH2:45][CH2:46][CH:47]=O)([CH3:41])([CH3:40])[CH3:39]. The catalyst is ClCCl. The yield is 0.980. The product is [C:38]([O:42][C:43](=[O:49])[NH:44][CH2:45][CH2:46][CH2:47][NH:1][CH:2]([C:6]1[N:15]([CH2:16][C:17]2[CH:22]=[CH:21][CH:20]=[CH:19][CH:18]=2)[C:14](=[O:23])[C:13]2[C:8](=[N:9][CH:10]=[CH:11][N:12]=2)[N:7]=1)[CH:3]([CH3:5])[CH3:4])([CH3:41])([CH3:40])[CH3:39]. (5) The product is [F:12][C:8]1[CH:9]=[C:10]([F:11])[C:2]2[NH:1][C:14](=[O:16])[O:5][C:4](=[O:6])[C:3]=2[CH:7]=1. The reactants are [NH2:1][C:2]1[C:10]([F:11])=[CH:9][C:8]([F:12])=[CH:7][C:3]=1[C:4]([OH:6])=[O:5].Cl[C:14](Cl)([O:16]C(=O)OC(Cl)(Cl)Cl)Cl. The catalyst is O1CCCC1. The yield is 0.940. (6) The reactants are [C:1]([O:4][CH:5]1[O:27][C@H:26]([CH2:28]Br)[C@@H:16]([O:17][C:18](=[O:25])[C:19]2[CH:24]=[CH:23][CH:22]=[CH:21][CH:20]=2)[C@H:6]1[O:7][C:8](=[O:15])[C:9]1[CH:14]=[CH:13][CH:12]=[CH:11][CH:10]=1)(=[O:3])[CH3:2].[P:30]([O:37]CC)([O:34][CH2:35][CH3:36])[O:31][CH2:32][CH3:33]. No catalyst specified. The product is [C:1]([O:4][CH:5]1[O:27][C@H:26]([CH2:28][P:30]([O:34][CH2:35][CH3:36])([O:31][CH2:32][CH3:33])=[O:37])[C@@H:16]([O:17][C:18](=[O:25])[C:19]2[CH:24]=[CH:23][CH:22]=[CH:21][CH:20]=2)[C@H:6]1[O:7][C:8](=[O:15])[C:9]1[CH:14]=[CH:13][CH:12]=[CH:11][CH:10]=1)(=[O:3])[CH3:2]. The yield is 0.780. (7) The yield is 0.450. The catalyst is O1CCCC1.CCOC(C)=O. The product is [C:22]([SiH2:26][O:27][C:28]([C:49]1[CH:54]=[CH:53][CH:52]=[CH:51][CH:50]=1)([C:43]1[CH:44]=[CH:45][CH:46]=[CH:47][CH:48]=1)[C:29]1[CH:30]=[CH:31][C:32]2[N:33]([C:35]([C:39]3[C:40](=[O:41])[NH:42][C:9](=[O:21])[C:10]=3[C:12]3[C:20]4[C:15](=[CH:16][CH:17]=[CH:18][CH:19]=4)[NH:14][CH:13]=3)=[C:36]([CH3:38])[N:37]=2)[CH:34]=1)([CH3:25])([CH3:23])[CH3:24]. The reactants are CC(C)([O-])C.[K+].CO[C:9](=[O:21])[C:10]([C:12]1[C:20]2[C:15](=[CH:16][CH:17]=[CH:18][CH:19]=2)[NH:14][CH:13]=1)=O.[C:22]([SiH2:26][O:27][C:28]([C:49]1[CH:54]=[CH:53][CH:52]=[CH:51][CH:50]=1)([C:43]1[CH:48]=[CH:47][CH:46]=[CH:45][CH:44]=1)[C:29]1[CH:30]=[CH:31][C:32]2[N:33]([C:35]([CH2:39][C:40]([NH2:42])=[O:41])=[C:36]([CH3:38])[N:37]=2)[CH:34]=1)([CH3:25])([CH3:24])[CH3:23].[NH4+].[Cl-]. (8) The reactants are C(O)C.CC1[N:6]([C:11]2[CH:23]=[CH:22][C:14]([CH2:15][C:16]3[CH:21]=[CH:20][N:19]=[CH:18][CH:17]=3)=[C:13]([C:24]([F:27])([F:26])[F:25])[CH:12]=2)C(C)=CC=1.Cl.NO. The catalyst is C(N(CC)CC)C. The product is [N:19]1[CH:20]=[CH:21][C:16]([CH2:15][C:14]2[CH:22]=[CH:23][C:11]([NH2:6])=[CH:12][C:13]=2[C:24]([F:25])([F:26])[F:27])=[CH:17][CH:18]=1. The yield is 0.830.